From a dataset of Full USPTO retrosynthesis dataset with 1.9M reactions from patents (1976-2016). Predict the reactants needed to synthesize the given product. The reactants are: [F:1][C:2]1[CH:8]=[CH:7][C:5]([NH2:6])=[CH:4][CH:3]=1.N1C=CC=CC=1.Cl.CN(C)CCCN=C=NCC.[N:27]1([S:33]([C:36]2[CH:37]=[C:38]([CH:42]=[CH:43][CH:44]=2)[C:39](O)=[O:40])(=[O:35])=[O:34])[CH2:32][CH2:31][CH2:30][CH2:29][CH2:28]1. Given the product [F:1][C:2]1[CH:8]=[CH:7][C:5]([NH:6][C:39](=[O:40])[C:38]2[CH:42]=[CH:43][CH:44]=[C:36]([S:33]([N:27]3[CH2:32][CH2:31][CH2:30][CH2:29][CH2:28]3)(=[O:35])=[O:34])[CH:37]=2)=[CH:4][CH:3]=1, predict the reactants needed to synthesize it.